The task is: Predict the reactants needed to synthesize the given product.. This data is from Full USPTO retrosynthesis dataset with 1.9M reactions from patents (1976-2016). (1) Given the product [CH2:1]([O:8][C:9]([N:11]1[CH2:16][CH:15]([O:17][Si:18]([CH:22]([CH3:24])[CH3:23])([CH:19]([CH3:21])[CH3:20])[CH:25]([CH3:27])[CH3:26])[CH:14]([C:28]2[CH:29]=[CH:30][C:31]([CH2:34][OH:35])=[CH:32][CH:33]=2)[CH:13]([O:38][CH2:39][C:40]2[CH:41]=[CH:42][C:43]3[O:48][CH2:47][CH2:46][N:45]([CH2:50][CH2:51][CH2:52][O:53][CH3:54])[C:44]=3[CH:55]=2)[CH2:12]1)=[O:10])[C:2]1[CH:7]=[CH:6][CH:5]=[CH:4][CH:3]=1, predict the reactants needed to synthesize it. The reactants are: [CH2:1]([O:8][C:9]([N:11]1[CH2:16][CH:15]([O:17][Si:18]([CH:25]([CH3:27])[CH3:26])([CH:22]([CH3:24])[CH3:23])[CH:19]([CH3:21])[CH3:20])[CH:14]([C:28]2[CH:33]=[CH:32][C:31]([C:34](OC)=[O:35])=[CH:30][CH:29]=2)[CH:13]([O:38][CH2:39][C:40]2[CH:41]=[CH:42][C:43]3[O:48][CH2:47][C:46](=O)[N:45]([CH2:50][CH2:51][CH2:52][O:53][CH3:54])[C:44]=3[CH:55]=2)[CH2:12]1)=[O:10])[C:2]1[CH:7]=[CH:6][CH:5]=[CH:4][CH:3]=1.C(CN)O. (2) Given the product [C:1]([O:25][CH:26]1[CH2:27][C:28]([CH3:36])([CH3:35])[N:29]([O:34][CH2:47][CH2:46][CH2:45][CH2:44][CH2:43][CH2:42][CH2:41][CH3:40])[C:30]([CH3:33])([CH3:32])[CH2:31]1)(=[O:24])[CH2:2][CH2:3][CH2:4][CH2:5][CH2:6][CH2:7][CH2:8][CH2:9][C:10]([O:12][CH:13]1[CH2:14][C:15]([CH3:22])([CH3:23])[N:16]([O:21][CH2:1][CH2:2][CH2:3][CH2:4][CH2:5][CH2:6][CH2:7][CH3:8])[C:17]([CH3:19])([CH3:20])[CH2:18]1)=[O:11], predict the reactants needed to synthesize it. The reactants are: [C:1]([O:25][CH:26]1[CH2:31][C:30]([CH3:33])([CH3:32])[N:29]([OH:34])[C:28]([CH3:36])([CH3:35])[CH2:27]1)(=[O:24])[CH2:2][CH2:3][CH2:4][CH2:5][CH2:6][CH2:7][CH2:8][CH2:9][C:10]([O:12][CH:13]1[CH2:18][C:17]([CH3:20])([CH3:19])[N:16]([OH:21])[C:15]([CH3:23])([CH3:22])[CH2:14]1)=[O:11].OO.C(=O)[CH2:40][CH2:41][CH2:42][CH2:43][CH2:44][CH2:45][CH2:46][CH3:47].[OH-].[Na+]. (3) Given the product [C:17]([NH:14][C:13]1[CH:15]=[CH:16][C:10]([N:1]=[N:2][C:3]2[CH:4]=[CH:5][C:6]([NH2:7])=[CH:8][CH:9]=2)=[CH:11][CH:12]=1)(=[O:20])[CH2:18][CH3:19], predict the reactants needed to synthesize it. The reactants are: [N:1]([C:10]1[CH:16]=[CH:15][C:13]([NH2:14])=[CH:12][CH:11]=1)=[N:2][C:3]1[CH:9]=[CH:8][C:6]([NH2:7])=[CH:5][CH:4]=1.[C:17](Cl)(=[O:20])[CH2:18][CH3:19]. (4) Given the product [ClH:18].[NH2:1][C:2]1[N:7]([CH3:8])[C:6](=[O:9])[CH2:5][C:4]([C:11]2[CH:16]=[CH:15][CH:14]=[C:13]([C:21]3[C:22]([F:25])=[N:23][CH:24]=[C:19]([Cl:18])[CH:20]=3)[CH:12]=2)([CH3:10])[N:3]=1, predict the reactants needed to synthesize it. The reactants are: [NH2:1][C:2]1[N:7]([CH3:8])[C:6](=[O:9])[CH2:5][C:4]([C:11]2[CH:16]=[CH:15][CH:14]=[C:13](Br)[CH:12]=2)([CH3:10])[N:3]=1.[Cl:18][C:19]1[CH:20]=[C:21](B(O)O)[C:22]([F:25])=[N:23][CH:24]=1.C(=O)([O-])[O-].[Na+].[Na+].Cl. (5) Given the product [CH2:9]([O:11][C:12](=[O:15])[CH2:13][NH:14][CH2:3][CH2:2][C:1]([O:5][CH2:6][CH3:7])=[O:4])[CH3:10], predict the reactants needed to synthesize it. The reactants are: [C:1]([O:5][CH2:6][CH3:7])(=[O:4])[CH:2]=[CH2:3].Cl.[CH2:9]([O:11][C:12](=[O:15])[CH2:13][NH2:14])[CH3:10].C(N(CC)CC)C. (6) Given the product [CH3:22][O:19][C:18]([C:4]1[C:5]2[O:9][C:8]([C:10]3[CH:15]=[CH:14][C:13]([OH:16])=[CH:12][CH:11]=3)=[CH:7][C:6]=2[CH:17]=[C:2]([OH:1])[CH:3]=1)=[O:20], predict the reactants needed to synthesize it. The reactants are: [OH:1][C:2]1[CH:3]=[C:4]([C:18]([OH:20])=[O:19])[C:5]2[O:9][C:8]([C:10]3[CH:15]=[CH:14][C:13]([OH:16])=[CH:12][CH:11]=3)=[CH:7][C:6]=2[CH:17]=1.Cl.[CH3:22]O. (7) Given the product [Br:1][C:2]1[CH:8]=[CH:7][C:6]([Br:9])=[CH:5][C:3]=1[I:14], predict the reactants needed to synthesize it. The reactants are: [Br:1][C:2]1[CH:8]=[CH:7][C:6]([Br:9])=[CH:5][C:3]=1N.N([O-])=O.[Na+].[I-:14].[K+]. (8) Given the product [CH2:10]([N:7]1[C:8](=[O:9])[CH:2]([N:1]2[CH2:26][CH2:25][O:24][CH2:23][CH2:22]2)[CH2:3][CH2:4][C:5]2[C:15]([O:16][CH3:17])=[C:14]([N+:18]([O-:20])=[O:19])[CH:13]=[CH:12][C:6]1=2)[CH3:11], predict the reactants needed to synthesize it. The reactants are: [NH2:1][CH:2]1[C:8](=[O:9])[N:7]([CH2:10][CH3:11])[C:6]2[CH:12]=[CH:13][C:14]([N+:18]([O-:20])=[O:19])=[C:15]([O:16][CH3:17])[C:5]=2[CH2:4][CH2:3]1.Br[CH2:22][CH2:23][O:24][CH2:25][CH2:26]Br.C(=O)([O-])[O-].[K+].[K+].